From a dataset of Peptide-MHC class I binding affinity with 185,985 pairs from IEDB/IMGT. Regression. Given a peptide amino acid sequence and an MHC pseudo amino acid sequence, predict their binding affinity value. This is MHC class I binding data. (1) The peptide sequence is WLPWIPQLI. The MHC is HLA-B15:01 with pseudo-sequence HLA-B15:01. The binding affinity (normalized) is 0.213. (2) The peptide sequence is LPFQNVHPV. The MHC is HLA-B35:01 with pseudo-sequence HLA-B35:01. The binding affinity (normalized) is 1.00. (3) The peptide sequence is GMIAGWHGY. The MHC is HLA-A29:02 with pseudo-sequence HLA-A29:02. The binding affinity (normalized) is 0.936.